This data is from NCI-60 drug combinations with 297,098 pairs across 59 cell lines. The task is: Regression. Given two drug SMILES strings and cell line genomic features, predict the synergy score measuring deviation from expected non-interaction effect. Drug 1: COC1=CC(=CC(=C1O)OC)C2C3C(COC3=O)C(C4=CC5=C(C=C24)OCO5)OC6C(C(C7C(O6)COC(O7)C8=CC=CS8)O)O. Drug 2: CN(C(=O)NC(C=O)C(C(C(CO)O)O)O)N=O. Cell line: LOX IMVI. Synergy scores: CSS=39.1, Synergy_ZIP=-0.0378, Synergy_Bliss=0.305, Synergy_Loewe=-10.5, Synergy_HSA=3.55.